From a dataset of Full USPTO retrosynthesis dataset with 1.9M reactions from patents (1976-2016). Predict the reactants needed to synthesize the given product. Given the product [C:20]([CH2:19][C:13]1([N:11]2[CH:12]=[C:8]([C:6]3[CH:5]=[CH:4][N:3]=[C:2]([NH:22][C:25]4[CH:38]=[CH:37][C:28]([O:29][CH2:30][CH2:31][N:32]5[CH2:36][CH2:35][CH2:34][CH2:33]5)=[CH:27][CH:26]=4)[N:7]=3)[CH:9]=[N:10]2)[CH2:16][CH:15]([C:17]#[N:18])[CH2:14]1)#[N:21], predict the reactants needed to synthesize it. The reactants are: Cl[C:2]1[N:7]=[C:6]([C:8]2[CH:9]=[N:10][N:11]([C:13]3([CH2:19][C:20]#[N:21])[CH2:16][CH:15]([C:17]#[N:18])[CH2:14]3)[CH:12]=2)[CH:5]=[CH:4][N:3]=1.[N+:22]([C:25]1[CH:38]=[CH:37][C:28]([O:29][CH2:30][CH2:31][N:32]2[CH2:36][CH2:35][CH2:34][CH2:33]2)=[CH:27][CH:26]=1)([O-])=O.